This data is from Full USPTO retrosynthesis dataset with 1.9M reactions from patents (1976-2016). The task is: Predict the reactants needed to synthesize the given product. Given the product [Cl:20][CH2:21][CH2:22][CH2:23][CH2:24][CH:25]([C:26]1[NH:37][N:36]=[C:14]([NH:13][C:10]2[CH:11]=[CH:12][C:7]([N:5]3[CH:6]=[C:2]([Cl:1])[N:3]=[CH:4]3)=[C:8]([O:18][CH3:19])[CH:9]=2)[N:15]=1)[C:29]1[CH:34]=[CH:33][CH:32]=[CH:31][C:30]=1[F:35], predict the reactants needed to synthesize it. The reactants are: [Cl:1][C:2]1[N:3]=[CH:4][N:5]([C:7]2[CH:12]=[CH:11][C:10]([NH:13][C:14](SC)=[NH:15])=[CH:9][C:8]=2[O:18][CH3:19])[CH:6]=1.[Cl:20][CH2:21][CH2:22][CH2:23][CH2:24][CH:25]([C:29]1[CH:34]=[CH:33][CH:32]=[CH:31][C:30]=1[F:35])[C:26](O)=O.[NH2:36][NH2:37].